This data is from Forward reaction prediction with 1.9M reactions from USPTO patents (1976-2016). The task is: Predict the product of the given reaction. (1) Given the reactants Br[C:2]1[C:10]2[C:5](=[CH:6][CH:7]=[CH:8][CH:9]=2)[NH:4][C:3]=1[C:11]1[CH:12]=[C:13]([C:19]2[CH:24]=[C:23]([CH3:25])[C:22]([OH:26])=[C:21]([CH3:27])[CH:20]=2)[N:14]=[N:15][C:16]=1[O:17][CH3:18].O.C([O:33][C:34]1[N:39]=[C:38]([O:40]C(C)(C)C)[C:37](B(O)O)=[CH:36][N:35]=1)(C)(C)C, predict the reaction product. The product is: [OH:26][C:22]1[C:23]([CH3:25])=[CH:24][C:19]([C:13]2[N:14]=[N:15][C:16]([O:17][CH3:18])=[C:11]([C:3]3[NH:4][C:5]4[C:10]([C:2]=3[C:37]3[C:38](=[O:40])[NH:39][C:34](=[O:33])[NH:35][CH:36]=3)=[CH:9][CH:8]=[CH:7][CH:6]=4)[CH:12]=2)=[CH:20][C:21]=1[CH3:27]. (2) Given the reactants [NH2:1][C:2]([C:4]1[CH:9]=[C:8]([C:10]([NH:12][CH2:13][C:14]([CH3:17])([CH3:16])[CH3:15])=[O:11])[CH:7]=[CH:6][C:5]=1[C:18]1[C:23]([CH3:24])=[C:22]([F:25])[CH:21]=[C:20]([C:26]([OH:28])=O)[CH:19]=1)=[O:3].CN(C(ON1N=NC2C=CC=CC1=2)=[N+](C)C)C.F[P-](F)(F)(F)(F)F.CCN(CC)CC.[NH2:60][C@@H:61]([CH3:64])[CH2:62][OH:63], predict the reaction product. The product is: [CH3:17][C:14]([CH3:15])([CH3:16])[CH2:13][NH:12][C:10]([C:8]1[CH:9]=[C:4]([C:2]([NH2:1])=[O:3])[C:5]([C:18]2[C:23]([CH3:24])=[C:22]([F:25])[CH:21]=[C:20]([C:26]([NH:60][C@@H:61]([CH3:64])[CH2:62][OH:63])=[O:28])[CH:19]=2)=[CH:6][CH:7]=1)=[O:11].